From a dataset of Full USPTO retrosynthesis dataset with 1.9M reactions from patents (1976-2016). Predict the reactants needed to synthesize the given product. The reactants are: [OH:1][CH2:2][CH2:3][O:4][CH2:5][CH2:6][O:7][CH2:8][CH2:9][O:10][CH2:11][CH2:12][O:13][N:14]1[C:22](=[O:23])[C:21]2[C:16](=[CH:17][CH:18]=[CH:19][CH:20]=2)[C:15]1=[O:24].C(N(CC)CC)C.[C:32]1([CH3:42])[CH:37]=[CH:36][C:35]([S:38](Cl)(=[O:40])=[O:39])=[CH:34][CH:33]=1. Given the product [CH3:42][C:32]1[CH:37]=[CH:36][C:35]([S:38]([O:1][CH2:2][CH2:3][O:4][CH2:5][CH2:6][O:7][CH2:8][CH2:9][O:10][CH2:11][CH2:12][O:13][N:14]2[C:15](=[O:24])[C:16]3[C:21](=[CH:20][CH:19]=[CH:18][CH:17]=3)[C:22]2=[O:23])(=[O:40])=[O:39])=[CH:34][CH:33]=1, predict the reactants needed to synthesize it.